From a dataset of Forward reaction prediction with 1.9M reactions from USPTO patents (1976-2016). Predict the product of the given reaction. (1) Given the reactants [F:1][C:2]1[C:3]([C:40]([F:43])([F:42])[F:41])=[C:4]([CH:9]2[CH2:14][CH2:13][N:12]([C:15]([C:17]3[C:18]4[CH2:24][N:23]([C:25]([N:27]5[CH2:32][CH2:31][N:30](C(OC(C)(C)C)=O)[CH2:29][CH2:28]5)=[O:26])[CH2:22][C:19]=4[NH:20][N:21]=3)=[O:16])[CH2:11][CH2:10]2)[CH:5]=[CH:6][C:7]=1[F:8].C(O)(C(F)(F)F)=O, predict the reaction product. The product is: [F:1][C:2]1[C:3]([C:40]([F:43])([F:41])[F:42])=[C:4]([CH:9]2[CH2:10][CH2:11][N:12]([C:15]([C:17]3[C:18]4[CH2:24][N:23]([C:25]([N:27]5[CH2:32][CH2:31][NH:30][CH2:29][CH2:28]5)=[O:26])[CH2:22][C:19]=4[NH:20][N:21]=3)=[O:16])[CH2:13][CH2:14]2)[CH:5]=[CH:6][C:7]=1[F:8]. (2) Given the reactants [NH2:1][C:2]1([C:6]2[CH:11]=[CH:10][C:9]([C:12]3[C:17]([C:18]4[CH:23]=[CH:22][CH:21]=[CH:20][CH:19]=4)=[CH:16][N:15]4[C:24]([C:27]#[N:28])=[CH:25][N:26]=[C:14]4[N:13]=3)=[CH:8][CH:7]=2)[CH2:5][CH2:4][CH2:3]1.[OH:29]O, predict the reaction product. The product is: [NH2:1][C:2]1([C:6]2[CH:7]=[CH:8][C:9]([C:12]3[C:17]([C:18]4[CH:23]=[CH:22][CH:21]=[CH:20][CH:19]=4)=[CH:16][N:15]4[C:24]([C:27]([NH2:28])=[O:29])=[CH:25][N:26]=[C:14]4[N:13]=3)=[CH:10][CH:11]=2)[CH2:5][CH2:4][CH2:3]1.